Predict the product of the given reaction. From a dataset of Forward reaction prediction with 1.9M reactions from USPTO patents (1976-2016). (1) The product is: [CH3:20][S:17]([C:12]1[CH:13]=[CH:14][CH:15]=[CH:16][C:11]=1[NH:10][C:6]1[C:5]2[N:4]([N:3]=[C:2]([NH:36][C:33]3[CH:34]=[CH:35][C:30]([O:29][CH2:28][CH2:27][N:22]4[CH2:26][CH2:25][CH2:24][CH2:23]4)=[CH:31][CH:32]=3)[N:21]=2)[CH:9]=[CH:8][CH:7]=1)(=[O:19])=[O:18]. Given the reactants Cl[C:2]1[N:21]=[C:5]2[C:6]([NH:10][C:11]3[CH:16]=[CH:15][CH:14]=[CH:13][C:12]=3[S:17]([CH3:20])(=[O:19])=[O:18])=[CH:7][CH:8]=[CH:9][N:4]2[N:3]=1.[N:22]1([CH2:27][CH2:28][O:29][C:30]2[CH:35]=[CH:34][C:33]([NH2:36])=[CH:32][CH:31]=2)[CH2:26][CH2:25][CH2:24][CH2:23]1.C1(P(C2CCCCC2)C2C=CC=CC=2C2C=CC=CC=2P(C2CCCCC2)C2CCCCC2)CCCCC1, predict the reaction product. (2) Given the reactants FC1[CH:23]=[CH:22][C:5]([CH2:6][N:7]2[C:11](=[O:12])[N:10]([C:13]3[S:14][C:15]([C:19]([OH:21])=O)=[C:16]([CH3:18])[N:17]=3)[CH:9]=[N:8]2)=CC=1.C1(C[N:28]2C(=O)N(C3SC(C(O)=O)=C(C)N=3)C=N2)CC1, predict the reaction product. The product is: [CH:5]1([CH2:6][N:7]2[C:11](=[O:12])[N:10]([C:13]3[S:14][C:15]([C:19]([NH2:28])=[O:21])=[C:16]([CH3:18])[N:17]=3)[CH:9]=[N:8]2)[CH2:22][CH2:23]1. (3) Given the reactants C(OC([N:8]([CH2:35][C:36]1[CH:37]=[C:38]([CH:52]=[CH:53][CH:54]=1)[C:39]([O:41][CH2:42][O:43]/[N:44]=[N+:45](\[O-:51])/[N:46]([CH2:49][CH3:50])[CH2:47][CH3:48])=[O:40])[S:9]([C:12]1[CH:17]=[C:16]([C:18]([NH:20][N:21]2[C:29]3[C:24](=[CH:25][C:26]([N+:30]([O-:32])=[O:31])=[CH:27][CH:28]=3)[CH2:23][CH:22]2[CH3:33])=[O:19])[CH:15]=[CH:14][C:13]=1[Cl:34])(=[O:11])=[O:10])=O)(C)(C)C.Cl.O, predict the reaction product. The product is: [Cl:34][C:13]1[CH:14]=[CH:15][C:16]([C:18](=[O:19])[NH:20][N:21]2[C:29]3[C:24](=[CH:25][C:26]([N+:30]([O-:32])=[O:31])=[CH:27][CH:28]=3)[CH2:23][CH:22]2[CH3:33])=[CH:17][C:12]=1[S:9]([NH:8][CH2:35][C:36]1[CH:37]=[C:38]([CH:52]=[CH:53][CH:54]=1)[C:39]([O:41][CH2:42][O:43]/[N:44]=[N+:45](\[O-:51])/[N:46]([CH2:47][CH3:48])[CH2:49][CH3:50])=[O:40])(=[O:10])=[O:11]. (4) Given the reactants [Br:1][C:2]1[CH:7]=[CH:6][C:5]([C:8]([CH3:19])([C:14](OCC)=[O:15])[C:9](OCC)=[O:10])=[CH:4][CH:3]=1.[H-].[Al+3].[Li+].[H-].[H-].[H-], predict the reaction product. The product is: [Br:1][C:2]1[CH:3]=[CH:4][C:5]([C:8]([CH3:19])([CH2:14][OH:15])[CH2:9][OH:10])=[CH:6][CH:7]=1. (5) Given the reactants [C:1]([O:5][C:6]([N:8]1[CH:12]=[CH:11][CH:10]=[C:9]1[C:13]1[CH:22]=[CH:21][C:16]([C:17]([O:19][CH3:20])=[O:18])=[CH:15][N:14]=1)=[O:7])([CH3:4])([CH3:3])[CH3:2].[Br:23]N1C(=O)CCC1=O.O, predict the reaction product. The product is: [Br:23][C:12]1[N:8]([C:6]([O:5][C:1]([CH3:4])([CH3:2])[CH3:3])=[O:7])[C:9]([C:13]2[CH:22]=[CH:21][C:16]([C:17]([O:19][CH3:20])=[O:18])=[CH:15][N:14]=2)=[CH:10][CH:11]=1. (6) Given the reactants [CH2:1]([O:19][C:20]1[CH:21]=[C:22]([CH:27]=[C:28]([O:49][CH2:50][CH2:51][CH2:52][CH2:53][CH2:54][CH2:55][CH2:56][CH2:57][CH2:58][CH2:59][CH2:60][CH2:61][CH2:62][CH2:63][CH2:64][CH2:65][CH2:66][CH3:67])[C:29]=1[O:30][CH2:31][CH2:32][CH2:33][CH2:34][CH2:35][CH2:36][CH2:37][CH2:38][CH2:39][CH2:40][CH2:41][CH2:42][CH2:43][CH2:44][CH2:45][CH2:46][CH2:47][CH3:48])[CH2:23][N:24]=[N+]=[N-])[CH2:2][CH2:3][CH2:4][CH2:5][CH2:6][CH2:7][CH2:8][CH2:9][CH2:10][CH2:11][CH2:12][CH2:13][CH2:14][CH2:15][CH2:16][CH2:17][CH3:18].[H-].[Al+3].[Li+].[H-].[H-].[H-], predict the reaction product. The product is: [CH2:50]([O:49][C:28]1[CH:27]=[C:22]([CH:21]=[C:20]([O:19][CH2:1][CH2:2][CH2:3][CH2:4][CH2:5][CH2:6][CH2:7][CH2:8][CH2:9][CH2:10][CH2:11][CH2:12][CH2:13][CH2:14][CH2:15][CH2:16][CH2:17][CH3:18])[C:29]=1[O:30][CH2:31][CH2:32][CH2:33][CH2:34][CH2:35][CH2:36][CH2:37][CH2:38][CH2:39][CH2:40][CH2:41][CH2:42][CH2:43][CH2:44][CH2:45][CH2:46][CH2:47][CH3:48])[CH2:23][NH2:24])[CH2:51][CH2:52][CH2:53][CH2:54][CH2:55][CH2:56][CH2:57][CH2:58][CH2:59][CH2:60][CH2:61][CH2:62][CH2:63][CH2:64][CH2:65][CH2:66][CH3:67].